This data is from Experimentally validated miRNA-target interactions with 360,000+ pairs, plus equal number of negative samples. The task is: Binary Classification. Given a miRNA mature sequence and a target amino acid sequence, predict their likelihood of interaction. The miRNA is dme-miR-2a-3p with sequence UAUCACAGCCAGCUUUGAUGAGC. The protein sequence of the target gene is MTEVVPSSALSEVSLRLLCHDDIDTVKHLCGDWFPIEYPDSWYRDITSNKKFFSLAATYRGAIVGMIVAEIKNRTKIHKEDGDILASNFSVDTQVAYILSLGVVKEFRKHGIGSLLLESLKDHISTTAQDHCKAIYLHVLTTNNTAINFYENRDFKQHHYLPYYYSIRGVLKDGFTYVLYINGGHPPWTILDYIQHLGSALASLSPCSIPHRVYRQAHSLLCSFLPWSGISSKSGIEYSRTM. Result: 0 (no interaction).